From a dataset of Catalyst prediction with 721,799 reactions and 888 catalyst types from USPTO. Predict which catalyst facilitates the given reaction. (1) Reactant: Cl[CH2:2][C:3]([N:5]1[CH2:10][CH2:9][N:8]([C:11]2[CH:16]=[CH:15][C:14]([Cl:17])=[C:13]([O:18][CH3:19])[CH:12]=2)[CH2:7][CH2:6]1)=[O:4].[Cl:20][C:21]1[CH:22]=[CH:23][C:24]2[O:28][C:27](=[O:29])[NH:26][C:25]=2[CH:30]=1.C([O-])([O-])=O.[K+].[K+]. Product: [Cl:20][C:21]1[CH:22]=[CH:23][C:24]2[O:28][C:27](=[O:29])[N:26]([CH2:2][C:3]([N:5]3[CH2:10][CH2:9][N:8]([C:11]4[CH:16]=[CH:15][C:14]([Cl:17])=[C:13]([O:18][CH3:19])[CH:12]=4)[CH2:7][CH2:6]3)=[O:4])[C:25]=2[CH:30]=1. The catalyst class is: 37. (2) Reactant: [CH2:1]([O:3][C:4](=[O:10])[CH2:5][C:6]([CH2:8][Cl:9])=[O:7])[CH3:2]. Product: [Cl:9][CH2:8][C@@H:6]([OH:7])[CH2:5][C:4]([O:3][CH2:1][CH3:2])=[O:10]. The catalyst class is: 8. (3) Reactant: Cl.Cl.[NH2:3][C@@H:4]([CH2:19][C:20]1[CH:25]=[CH:24][CH:23]=[CH:22][CH:21]=1)[C@H:5]([OH:18])[CH2:6][NH:7][CH2:8][C:9]1[CH:14]=[CH:13][CH:12]=[C:11]([CH:15]([CH3:17])[CH3:16])[CH:10]=1.[O:26]=[C:27]1[N:38]([C@@H:39]([CH3:43])[C:40](O)=[O:41])[CH2:37][CH2:36][C@@:28]21[N:32]([CH2:33][CH2:34][CH3:35])[CH2:31][CH2:30][CH2:29]2.CN(C(ON1N=NC2C=CC=CC1=2)=[N+](C)C)C.[B-](F)(F)(F)F.CN1CCOCC1. Product: [CH2:19]([C@H:4]([NH:3][C:40](=[O:41])[C@@H:39]([N:38]1[CH2:37][CH2:36][C@:28]2([N:32]([CH2:33][CH2:34][CH3:35])[CH2:31][CH2:30][CH2:29]2)[C:27]1=[O:26])[CH3:43])[C@H:5]([OH:18])[CH2:6][NH:7][CH2:8][C:9]1[CH:14]=[CH:13][CH:12]=[C:11]([CH:15]([CH3:16])[CH3:17])[CH:10]=1)[C:20]1[CH:21]=[CH:22][CH:23]=[CH:24][CH:25]=1. The catalyst class is: 2. (4) Reactant: [CH3:1][S:2]([CH2:5][C:6]([N:8]1[CH2:44][C:10]2([C:18]3[C:13](=[CH:14][C:15]([C:19]4[CH2:23][C:22]([C:28]5[CH:33]=[C:32]([Cl:34])[C:31]([Cl:35])=[C:30]([Cl:36])[CH:29]=5)([C:24]([F:27])([F:26])[F:25])[N:21](C(OC(C)(C)C)=O)[N:20]=4)=[CH:16][CH:17]=3)[CH2:12][O:11]2)[CH2:9]1)=[O:7])(=[O:4])=[O:3]. Product: [ClH:34].[CH3:1][S:2]([CH2:5][C:6]([N:8]1[CH2:9][C:10]2([C:18]3[C:13](=[CH:14][C:15]([C:19]4[CH2:23][C:22]([C:28]5[CH:29]=[C:30]([Cl:36])[C:31]([Cl:35])=[C:32]([Cl:34])[CH:33]=5)([C:24]([F:26])([F:27])[F:25])[NH:21][N:20]=4)=[CH:16][CH:17]=3)[CH2:12][O:11]2)[CH2:44]1)=[O:7])(=[O:3])=[O:4]. The catalyst class is: 12.